Task: Predict the product of the given reaction.. Dataset: Forward reaction prediction with 1.9M reactions from USPTO patents (1976-2016) (1) Given the reactants Cl[C:2]1[CH:7]=[C:6]([Cl:8])[N:5]=[CH:4][N:3]=1.[NH2:9][C:10]1[CH:15]=[CH:14][CH:13]=[CH:12][CH:11]=1.CN1CCCC1=O.C(OCC)(=O)C, predict the reaction product. The product is: [NH:9]([C:2]1[CH:7]=[C:6]([Cl:8])[N:5]=[CH:4][N:3]=1)[C:10]1[CH:15]=[CH:14][CH:13]=[CH:12][CH:11]=1. (2) Given the reactants [CH2:1]([O:3][C:4]([C:6]1[C:7]([CH3:26])=[N:8][C:9]([NH:13][CH2:14][C:15]#[C:16][C:17]2[CH:22]=[CH:21][CH:20]=[C:19]([O:23][CH3:24])[C:18]=2[F:25])=[N:10][C:11]=1[CH3:12])=[O:5])[CH3:2], predict the reaction product. The product is: [CH2:1]([O:3][C:4]([C:6]1[C:11]([CH3:12])=[N:10][C:9]([NH:13][CH2:14][CH2:15][CH2:16][C:17]2[CH:22]=[CH:21][CH:20]=[C:19]([O:23][CH3:24])[C:18]=2[F:25])=[N:8][C:7]=1[CH3:26])=[O:5])[CH3:2]. (3) Given the reactants C([O:3][P:4]([CH:9]([C:35]#[N:36])[CH2:10][C:11]([CH3:34])=[CH:12][CH2:13][C:14]1[C:15]([O:27]CC[Si](C)(C)C)=[C:16]2[C:20](=[C:21]([CH3:25])[C:22]=1[O:23][CH3:24])[CH2:19][O:18][C:17]2=[O:26])(=[O:8])[O:5]CC)C.C[Si](Br)(C)C.N1C(C)=CC=CC=1C, predict the reaction product. The product is: [C:35]([CH:9]([P:4](=[O:3])([OH:5])[OH:8])[CH2:10][C:11]([CH3:34])=[CH:12][CH2:13][C:14]1[C:15]([OH:27])=[C:16]2[C:20](=[C:21]([CH3:25])[C:22]=1[O:23][CH3:24])[CH2:19][O:18][C:17]2=[O:26])#[N:36].